From a dataset of Peptide-MHC class I binding affinity with 185,985 pairs from IEDB/IMGT. Regression. Given a peptide amino acid sequence and an MHC pseudo amino acid sequence, predict their binding affinity value. This is MHC class I binding data. (1) The peptide sequence is SGISSAESL. The MHC is H-2-Kd with pseudo-sequence H-2-Kd. The binding affinity (normalized) is 0. (2) The peptide sequence is RKLGWWLKL. The MHC is BoLA-D18.4 with pseudo-sequence BoLA-D18.4. The binding affinity (normalized) is 0.532. (3) The peptide sequence is CTDPPLLSV. The MHC is HLA-B07:02 with pseudo-sequence HLA-B07:02. The binding affinity (normalized) is 0.0847. (4) The peptide sequence is YPLTFGWCF. The MHC is HLA-A26:01 with pseudo-sequence HLA-A26:01. The binding affinity (normalized) is 0. (5) The peptide sequence is TYLALMATFK. The MHC is HLA-A33:01 with pseudo-sequence HLA-A33:01. The binding affinity (normalized) is 0.778. (6) The peptide sequence is DTITYKCPLL. The MHC is HLA-A30:01 with pseudo-sequence HLA-A30:01. The binding affinity (normalized) is 0.349. (7) The peptide sequence is RSTLANGWY. The MHC is HLA-B39:01 with pseudo-sequence HLA-B39:01. The binding affinity (normalized) is 0.0847. (8) The peptide sequence is HHKLKNGEF. The MHC is Mamu-B17 with pseudo-sequence Mamu-B17. The binding affinity (normalized) is 0.250. (9) The peptide sequence is QPSSQVSF. The MHC is HLA-B53:01 with pseudo-sequence HLA-B53:01. The binding affinity (normalized) is 0.0246. (10) The peptide sequence is YPPPRYITV. The MHC is HLA-B35:01 with pseudo-sequence HLA-B35:01. The binding affinity (normalized) is 0.0847.